This data is from Reaction yield outcomes from USPTO patents with 853,638 reactions. The task is: Predict the reaction yield, written as a fraction of the theoretical maximum amount of product (1.0 means a 100% yield; for example, 0.34 means a 34% yield). (1) The reactants are [F:1][C:2]([F:25])([F:24])[O:3][C:4]1[CH:23]=[CH:22][C:7]([O:8][CH:9]2[CH2:14][CH2:13][N:12]([C:15]3[CH:20]=[CH:19][C:18]([OH:21])=[CH:17][CH:16]=3)[CH2:11][CH2:10]2)=[CH:6][CH:5]=1.[H-].[Na+].Br[C:29]1[N:30]([CH2:37][C@:38]2([CH3:41])[CH2:40][O:39]2)[CH:31]=[C:32]([N+:34]([O-:36])=[O:35])[N:33]=1. The catalyst is CN(C)C=O. The product is [CH3:40][C@@:38]1([CH2:41][O:21][C:18]2[CH:19]=[CH:20][C:15]([N:12]3[CH2:11][CH2:10][CH:9]([O:8][C:7]4[CH:22]=[CH:23][C:4]([O:3][C:2]([F:1])([F:24])[F:25])=[CH:5][CH:6]=4)[CH2:14][CH2:13]3)=[CH:16][CH:17]=2)[O:39][C:29]2=[N:33][C:32]([N+:34]([O-:36])=[O:35])=[CH:31][N:30]2[CH2:37]1. The yield is 0.330. (2) The reactants are C[N:2]([CH2:10][C:11]1[CH:15]=[C:14]([C:16]2[CH:21]=[CH:20][CH:19]=[CH:18][CH:17]=2)[NH:13][CH:12]=1)[C:3](=O)OC(C)(C)C.[H-].[Na+].[CH:24]([O:27][C:28]1[CH:33]=[CH:32][C:31]([S:34](Cl)(=[O:36])=[O:35])=[CH:30][CH:29]=1)([CH3:26])[CH3:25]. No catalyst specified. The product is [CH:24]([O:27][C:28]1[CH:33]=[CH:32][C:31]([S:34]([N:13]2[C:14]([C:16]3[CH:17]=[CH:18][CH:19]=[CH:20][CH:21]=3)=[CH:15][C:11]([CH2:10][NH:2][CH3:3])=[CH:12]2)(=[O:36])=[O:35])=[CH:30][CH:29]=1)([CH3:26])[CH3:25]. The yield is 0.450. (3) The reactants are [N+:1]([C:4]1[CH:12]=[C:11]2[C:7]([CH:8]=[C:9]([C:13]#[N:14])[NH:10]2)=[CH:6][CH:5]=1)([O-])=O. The catalyst is [Ni].CCO. The yield is 0.490. The product is [NH2:1][C:4]1[CH:12]=[C:11]2[C:7]([CH:8]=[C:9]([C:13]#[N:14])[NH:10]2)=[CH:6][CH:5]=1. (4) The reactants are C([N:8]1[C@@H:13]2[CH2:14][CH2:15][C@@:9]1([C:17]1[CH:22]=[CH:21][CH:20]=[CH:19][CH:18]=1)[C@H:10]([OH:16])[CH2:11][CH2:12]2)C1C=CC=CC=1.C1CC=CCC=1. The catalyst is [Pd].O.C(O)C. The product is [C:17]1([C@:9]23[NH:8][C@H:13]([CH2:14][CH2:15]2)[CH2:12][CH2:11][C@H:10]3[OH:16])[CH:18]=[CH:19][CH:20]=[CH:21][CH:22]=1. The yield is 0.600.